From a dataset of Full USPTO retrosynthesis dataset with 1.9M reactions from patents (1976-2016). Predict the reactants needed to synthesize the given product. (1) Given the product [C:35]([C:2]1[CH:3]=[C:4]([CH2:19][N:20]2[C:24]([CH3:25])=[CH:23][C:22]([NH:26][C:27]([C@H:29]3[CH2:33][CH2:32][CH2:31][O:30]3)=[O:28])=[N:21]2)[C:5]2[O:9][C:8]([CH:10]([CH3:11])[CH3:15])=[CH:7][C:6]=2[CH:18]=1)#[N:34], predict the reactants needed to synthesize it. The reactants are: Cl[C:2]1[CH:3]=[C:4]([CH2:19][N:20]2[C:24]([CH3:25])=[CH:23][C:22]([NH:26][C:27]([C@H:29]3[CH2:33][CH2:32][CH2:31][O:30]3)=[O:28])=[N:21]2)[C:5]2[O:9][C:8]([C:10]3[CH:15]=CC(C#N)=C[CH:11]=3)=[CH:7][C:6]=2[CH:18]=1.[NH2:34][C:35]1C=C(C)N(CC2C3OC(C(C)C)=CC=3C=C(C#N)C=2)N=1. (2) Given the product [C:1]([O:5][C:6]([N:8]1[CH2:13][CH2:12][N:11]([CH:14]([C:17]2[CH:22]=[CH:21][CH:20]=[CH:19][C:18]=2[C:23]([F:25])([F:26])[F:24])[CH2:15][N:16]([CH2:27][CH3:28])[CH2:34][CH3:35])[CH2:10][CH2:9]1)=[O:7])([CH3:4])([CH3:2])[CH3:3], predict the reactants needed to synthesize it. The reactants are: [C:1]([O:5][C:6]([N:8]1[CH2:13][CH2:12][N:11]([CH:14]([C:17]2[CH:22]=[CH:21][CH:20]=[CH:19][C:18]=2[C:23]([F:26])([F:25])[F:24])[CH2:15][NH2:16])[CH2:10][CH2:9]1)=[O:7])([CH3:4])([CH3:3])[CH3:2].[CH:27](=O)[CH3:28].C([BH3-])#N.[Na+].[CH3:34][CH2:35]O. (3) Given the product [O:21]1[C:17]2[CH:16]=[CH:15][C:14]([C:11]3([C:9]([NH:8][C:6]4[N:7]=[C:2]([C:30]5[CH:29]=[CH:28][N:27]=[C:26]([O:25][CH3:24])[CH:31]=5)[C:3]([CH3:23])=[CH:4][CH:5]=4)=[O:10])[CH2:13][CH2:12]3)=[CH:22][C:18]=2[CH2:19][CH2:20]1, predict the reactants needed to synthesize it. The reactants are: Cl[C:2]1[N:7]=[C:6]([NH:8][C:9]([C:11]2([C:14]3[CH:15]=[CH:16][C:17]4[O:21][CH2:20][CH2:19][C:18]=4[CH:22]=3)[CH2:13][CH2:12]2)=[O:10])[CH:5]=[CH:4][C:3]=1[CH3:23].[CH3:24][O:25][C:26]1[CH:31]=[C:30](B(O)O)[CH:29]=[CH:28][N:27]=1.C(=O)([O-])[O-].[Na+].[Na+]. (4) Given the product [CH2:1]([O:8][C:9](=[O:23])[N:10]([C@@H:13]1[CH2:21][C:20]2[C:15](=[CH:16][C:17]3[S:34][C:33]([NH:32][C:24](=[O:31])[C:25]4[CH:26]=[CH:27][CH:28]=[CH:29][CH:30]=4)=[N:22][C:18]=3[CH:19]=2)[CH2:14]1)[CH2:11][CH3:12])[C:2]1[CH:7]=[CH:6][CH:5]=[CH:4][CH:3]=1, predict the reactants needed to synthesize it. The reactants are: [CH2:1]([O:8][C:9](=[O:23])[N:10]([C@@H:13]1[CH2:21][C:20]2[C:15](=[CH:16][CH:17]=[C:18]([NH2:22])[CH:19]=2)[CH2:14]1)[CH2:11][CH3:12])[C:2]1[CH:7]=[CH:6][CH:5]=[CH:4][CH:3]=1.[C:24]([N:32]=[C:33]=[S:34])(=[O:31])[C:25]1[CH:30]=[CH:29][CH:28]=[CH:27][CH:26]=1.C1C(=O)N(Br)C(=O)C1.CC#N.